Dataset: Full USPTO retrosynthesis dataset with 1.9M reactions from patents (1976-2016). Task: Predict the reactants needed to synthesize the given product. (1) The reactants are: [CH2:1]([C@@H:8]([CH2:23][C@H:24]([OH:52])[C@H:25]([CH2:39][C:40]1[CH:45]=[CH:44][C:43]([C:46]2[CH:51]=[CH:50][CH:49]=[CH:48][N:47]=2)=[CH:42][CH:41]=1)[NH:26][C:27](=[O:38])[C@H:28]([C:34]([CH3:37])([CH3:36])[CH3:35])[NH:29][C:30](=[O:33])[O:31][CH3:32])[NH:9][C:10](=[O:22])[C@@H:11]([NH:17][C:18](=[O:21])[O:19][CH3:20])[C:12]([CH3:16])([S:14][CH3:15])[CH3:13])[C:2]1[CH:7]=[CH:6][CH:5]=[CH:4][CH:3]=1.C1C[O:56]CC1.C[N+]1([O-])CCOCC1.[OH2:66]. Given the product [CH2:1]([C@@H:8]([CH2:23][C@H:24]([OH:52])[C@H:25]([CH2:39][C:40]1[CH:45]=[CH:44][C:43]([C:46]2[CH:51]=[CH:50][CH:49]=[CH:48][N:47]=2)=[CH:42][CH:41]=1)[NH:26][C:27](=[O:38])[C@H:28]([C:34]([CH3:37])([CH3:36])[CH3:35])[NH:29][C:30](=[O:33])[O:31][CH3:32])[NH:9][C:10](=[O:22])[C@@H:11]([NH:17][C:18](=[O:21])[O:19][CH3:20])[C:12]([CH3:13])([S:14]([CH3:15])(=[O:56])=[O:66])[CH3:16])[C:2]1[CH:3]=[CH:4][CH:5]=[CH:6][CH:7]=1, predict the reactants needed to synthesize it. (2) The reactants are: [CH2:1]([N:8]1[CH2:13][CH2:12][NH:11][C@@H:10]([CH2:14][CH2:15][S:16][CH3:17])[CH2:9]1)[C:2]1[CH:7]=[CH:6][CH:5]=[CH:4][CH:3]=1.C=O.[C:20](O[BH-](OC(=O)C)OC(=O)C)(=[O:22])C.[Na+].[OH-].[Na+]. Given the product [NH3:8].[CH3:20][OH:22].[CH2:1]([N:8]1[CH2:13][CH2:12][N:11]([CH3:20])[C@@H:10]([CH2:14][CH2:15][S:16][CH3:17])[CH2:9]1)[C:2]1[CH:3]=[CH:4][CH:5]=[CH:6][CH:7]=1, predict the reactants needed to synthesize it.